From a dataset of Reaction yield outcomes from USPTO patents with 853,638 reactions. Predict the reaction yield, written as a fraction of the theoretical maximum amount of product (1.0 means a 100% yield; for example, 0.34 means a 34% yield). (1) The reactants are Cl.[Cl:2][CH2:3][C:4]1[CH:13]=[CH:12][C:11]2[C:6](=[CH:7][CH:8]=[CH:9][CH:10]=2)[N:5]=1.[CH3:14][C:15]1[N:20]=[C:19]([SH:21])[N:18]=[C:17]([OH:22])[CH:16]=1.C([O-])([O-])=O.[K+].[K+].O. The catalyst is CN(C=O)C. The product is [ClH:2].[CH3:14][C:15]1[N:20]=[C:19]([S:21][CH2:3][C:4]2[CH:13]=[CH:12][C:11]3[C:6](=[CH:7][CH:8]=[CH:9][CH:10]=3)[N:5]=2)[N:18]=[C:17]([OH:22])[CH:16]=1. The yield is 0.520. (2) The reactants are [CH3:1][CH:2]1[O:7][CH:6]([CH3:8])[CH2:5][NH:4][CH2:3]1.C(N(C(C)C)CC)(C)C.[ClH:18].[N:19]1(C(=N)N)[CH:23]=[N:22]C=N1. The catalyst is CN(C)C=O.CCOCC. The product is [ClH:18].[CH3:8][CH:6]1[O:7][CH:2]([CH3:1])[CH2:3][N:4]([C:23](=[NH:19])[NH2:22])[CH2:5]1. The yield is 0.730. (3) The reactants are [Cl:1][C:2]1[CH:24]=[C:23]([Cl:25])[CH:22]=[CH:21][C:3]=1[CH2:4][NH:5][C:6]([C:8]1[C:9]([O:17][CH:18]([CH3:20])[CH3:19])=[N:10][N:11]([CH2:13][CH2:14][CH2:15][OH:16])[CH:12]=1)=[O:7].O[C:27]1[C:32]([O:33][CH3:34])=[CH:31][CH:30]=[CH:29][C:28]=1[CH2:35][C:36]([O:38]C)=[O:37].C(P(CCCC)CCCC)CCC.N(C(N1CCCCC1)=O)=NC(N1CCCCC1)=O. The catalyst is O1CCCC1. The product is [Cl:1][C:2]1[CH:24]=[C:23]([Cl:25])[CH:22]=[CH:21][C:3]=1[CH2:4][NH:5][C:6]([C:8]1[C:9]([O:17][CH:18]([CH3:20])[CH3:19])=[N:10][N:11]([CH2:13][CH2:14][CH2:15][O:16][C:27]2[C:32]([O:33][CH3:34])=[CH:31][CH:30]=[CH:29][C:28]=2[CH2:35][C:36]([OH:38])=[O:37])[CH:12]=1)=[O:7]. The yield is 0.500. (4) The reactants are [CH:1]1([CH2:4][O:5][C:6]2[N:11]=[CH:10][N:9]=[C:8]([NH2:12])[CH:7]=2)[CH2:3][CH2:2]1. The catalyst is CC(C)CO. The product is [CH2:4]([O:5][C:6]1[N:11]=[CH:10][N:9]=[C:8]([NH2:12])[CH:7]=1)[CH:1]([CH3:3])[CH3:2]. The yield is 0.760. (5) The reactants are [CH3:1][O:2][C:3](=[O:12])[C:4]1[CH:9]=[C:8]([Br:10])[CH:7]=[CH:6][C:5]=1[NH2:11].[N+:13]([O-:16])([O-])=[O:14].[K+].[F:18][C:19]([F:30])([F:29])[C:20](O[C:20](=[O:21])[C:19]([F:30])([F:29])[F:18])=[O:21]. No catalyst specified. The product is [CH3:1][O:2][C:3](=[O:12])[C:4]1[CH:9]=[C:8]([Br:10])[CH:7]=[C:6]([N+:13]([O-:16])=[O:14])[C:5]=1[NH:11][C:20](=[O:21])[C:19]([F:30])([F:29])[F:18]. The yield is 0.690.